Dataset: Reaction yield outcomes from USPTO patents with 853,638 reactions. Task: Predict the reaction yield, written as a fraction of the theoretical maximum amount of product (1.0 means a 100% yield; for example, 0.34 means a 34% yield). (1) The reactants are [F:1][CH:2]([F:20])[C:3]1[N:4]([C:9]2[C:18]3[C:13](=[CH:14][CH:15]=[CH:16][CH:17]=3)[C:12]([CH3:19])=[CH:11][CH:10]=2)[C:5]([SH:8])=[N:6][N:7]=1.C([O-])([O-])=O.[K+].[K+].C[CH2:28][C:29]([NH:31][C:32]1[CH:37]=[CH:36][C:35]([S:38](=[O:41])(=[O:40])[NH2:39])=[CH:34][C:33]=1[CH3:42])=[O:30].O. The catalyst is CN(C=O)C. The product is [F:20][CH:2]([F:1])[C:3]1[N:4]([C:9]2[C:18]3[C:13](=[CH:14][CH:15]=[CH:16][CH:17]=3)[C:12]([CH3:19])=[CH:11][CH:10]=2)[C:5]([S:8][CH2:28][C:29]([NH:31][C:32]2[CH:37]=[CH:36][C:35]([S:38](=[O:41])(=[O:40])[NH2:39])=[CH:34][C:33]=2[CH3:42])=[O:30])=[N:6][N:7]=1. The yield is 0.830. (2) The reactants are [CH3:1][O:2][C:3]1[CH:4]=[C:5]([CH:23]=[CH:24][C:25]=1[O:26][CH2:27][C:28]1[N:29]=[C:30]([C:34]2[CH:39]=[CH:38][CH:37]=[CH:36][CH:35]=2)[O:31][C:32]=1[CH3:33])[CH2:6][O:7][C:8]1[CH:12]=[C:11]([C:13](OC)=[O:14])[N:10]([C:17]2[CH:22]=[CH:21][CH:20]=[CH:19][CH:18]=2)[N:9]=1.[H-].[Al+3].[Li+].[H-].[H-].[H-].O.O.O.O.O.O.O.O.O.O.S([O-])([O-])(=O)=O.[Na+].[Na+]. The catalyst is O1CCCC1. The product is [CH3:1][O:2][C:3]1[CH:4]=[C:5]([CH:23]=[CH:24][C:25]=1[O:26][CH2:27][C:28]1[N:29]=[C:30]([C:34]2[CH:39]=[CH:38][CH:37]=[CH:36][CH:35]=2)[O:31][C:32]=1[CH3:33])[CH2:6][O:7][C:8]1[CH:12]=[C:11]([CH2:13][OH:14])[N:10]([C:17]2[CH:18]=[CH:19][CH:20]=[CH:21][CH:22]=2)[N:9]=1. The yield is 0.920. (3) The reactants are [CH3:1][O:2][C:3]1[CH:8]=[CH:7][CH:6]=[CH:5][C:4]=1/[CH:9]=[CH:10]/[S:11]([NH:14][C:15]1[CH:20]=[CH:19][CH:18]=[CH:17][C:16]=1[S:21]([NH2:24])(=[O:23])=[O:22])(=[O:13])=[O:12].[H][H]. The catalyst is CO.[Pd]. The product is [CH3:1][O:2][C:3]1[CH:8]=[CH:7][CH:6]=[CH:5][C:4]=1[CH2:9][CH2:10][S:11]([NH:14][C:15]1[CH:20]=[CH:19][CH:18]=[CH:17][C:16]=1[S:21]([NH2:24])(=[O:23])=[O:22])(=[O:12])=[O:13]. The yield is 0.730. (4) The reactants are [Cl:1][C:2]1[C:3]([C:21]2[S:25][C:24]3[CH:26]=[CH:27][CH:28]=[C:29]([C:30](=[O:35])[NH:31][CH:32]4[CH2:34][CH2:33]4)[C:23]=3[CH:22]=2)=[N:4][C:5]([NH:8][CH2:9][CH2:10][CH2:11][NH:12][C:13]([CH:15]2[CH2:20][CH2:19][NH:18][CH2:17][CH2:16]2)=[O:14])=[N:6][CH:7]=1.C=O.[C:38](O[BH-](OC(=O)C)OC(=O)C)(=O)C.[Na+]. The catalyst is ClCCCl.CO. The product is [Cl:1][C:2]1[C:3]([C:21]2[S:25][C:24]3[CH:26]=[CH:27][CH:28]=[C:29]([C:30](=[O:35])[NH:31][CH:32]4[CH2:34][CH2:33]4)[C:23]=3[CH:22]=2)=[N:4][C:5]([NH:8][CH2:9][CH2:10][CH2:11][NH:12][C:13]([CH:15]2[CH2:16][CH2:17][N:18]([CH3:38])[CH2:19][CH2:20]2)=[O:14])=[N:6][CH:7]=1. The yield is 0.170. (5) The reactants are [CH2:1]([O:8][C:9]([N:11]1[CH2:16][CH2:15][CH2:14][CH2:13][CH:12]1[C:17]([OH:19])=O)=[O:10])[C:2]1[CH:7]=[CH:6][CH:5]=[CH:4][CH:3]=1.C(N(C(C)C)CC)(C)C.ON1C2C=CC=CC=2N=N1.Cl.[NH2:40][CH:41]1[CH:48]2[CH2:49][CH:44]3[CH2:45][CH:46]([CH2:50][CH:42]1[CH2:43]3)[CH2:47]2.CCN=C=NCCCN(C)C.Cl. The product is [CH2:1]([O:8][C:9]([N:11]1[CH2:16][CH2:15][CH2:14][CH2:13][CH:12]1[C:17](=[O:19])[NH:40][CH:41]1[CH:42]2[CH2:50][CH:46]3[CH2:45][CH:44]([CH2:49][CH:48]1[CH2:47]3)[CH2:43]2)=[O:10])[C:2]1[CH:3]=[CH:4][CH:5]=[CH:6][CH:7]=1. The catalyst is ClCCl. The yield is 0.840. (6) The reactants are C(O[C:6](=O)[N:7]([C@H:9]([C:11](=[O:40])[NH:12][C@@H:13]([CH:34]1[CH2:39][CH2:38][CH2:37][CH2:36][CH2:35]1)[C:14](=[O:33])[N:15]1[CH2:19][CH2:18][CH2:17][C@H:16]1[C:20]1[CH:25]=[CH:24][CH:23]=[C:22]([O:26][C:27]2[CH:32]=[CH:31][CH:30]=[CH:29][CH:28]=2)[CH:21]=1)[CH3:10])C)(C)(C)C.C(O)(C(F)(F)F)=O. The catalyst is C(Cl)Cl. The product is [CH:34]1([C@H:13]([NH:12][C:11](=[O:40])[C@@H:9]([NH:7][CH3:6])[CH3:10])[C:14](=[O:33])[N:15]2[CH2:19][CH2:18][CH2:17][C@H:16]2[C:20]2[CH:25]=[CH:24][CH:23]=[C:22]([O:26][C:27]3[CH:32]=[CH:31][CH:30]=[CH:29][CH:28]=3)[CH:21]=2)[CH2:39][CH2:38][CH2:37][CH2:36][CH2:35]1. The yield is 0.820. (7) The product is [C:16]([O:15][C:13]([NH:12][CH2:11][C:4]1([CH2:7][C:8]([OH:10])=[O:9])[CH2:3][CH2:2][CH2:1][CH2:6][CH2:5]1)=[O:14])([CH3:19])([CH3:18])[CH3:17]. The catalyst is [OH-].[Na+].C1COCC1. The reactants are [CH2:1]1[CH2:6][CH2:5][C:4]([CH2:11][NH2:12])([CH2:7][C:8]([OH:10])=[O:9])[CH2:3][CH2:2]1.[C:13](O[C:13]([O:15][C:16]([CH3:19])([CH3:18])[CH3:17])=[O:14])([O:15][C:16]([CH3:19])([CH3:18])[CH3:17])=[O:14]. The yield is 1.00.